This data is from NCI-60 drug combinations with 297,098 pairs across 59 cell lines. The task is: Regression. Given two drug SMILES strings and cell line genomic features, predict the synergy score measuring deviation from expected non-interaction effect. Drug 1: C1=NC2=C(N=C(N=C2N1C3C(C(C(O3)CO)O)O)F)N. Drug 2: COCCOC1=C(C=C2C(=C1)C(=NC=N2)NC3=CC=CC(=C3)C#C)OCCOC.Cl. Cell line: SF-295. Synergy scores: CSS=-1.42, Synergy_ZIP=-0.424, Synergy_Bliss=-4.69, Synergy_Loewe=-6.21, Synergy_HSA=-5.77.